Dataset: Forward reaction prediction with 1.9M reactions from USPTO patents (1976-2016). Task: Predict the product of the given reaction. (1) Given the reactants [C:1]([CH2:6][C:7]([O:9][CH3:10])=[O:8])(=[O:5])[CH:2]([CH3:4])[CH3:3].[F:11][C:12]1[CH:19]=[CH:18][C:15]([C:16]#[N:17])=[CH:14][CH:13]=1.C1(C)C=CC=CC=1.[Sn](Cl)(Cl)(Cl)Cl, predict the reaction product. The product is: [NH2:17][C:16](=[C:6]([C:1](=[O:5])[CH:2]([CH3:4])[CH3:3])[C:7]([O:9][CH3:10])=[O:8])[C:15]1[CH:18]=[CH:19][C:12]([F:11])=[CH:13][CH:14]=1. (2) Given the reactants [Br:1][C:2]1[CH:3]=[CH:4][C:5]([CH2:8][CH3:9])=[N:6][CH:7]=1.C1C(=O)N([Br:17])C(=O)C1.O, predict the reaction product. The product is: [Br:1][C:2]1[CH:3]=[CH:4][C:5]([CH:8]([Br:17])[CH3:9])=[N:6][CH:7]=1. (3) Given the reactants C([Li])CCC.CC(C)([O-])C.[K+].[F:12][C:13]1[C:25]2[CH2:24][C:23]3[C:18](=[CH:19][CH:20]=[CH:21][C:22]=3[F:26])[C:17]=2[CH:16]=[CH:15][CH:14]=1.[B:27](OC)([O:30]C)[O:28]C.Cl, predict the reaction product. The product is: [F:12][C:13]1[C:25]2[CH2:24][C:23]3[C:18](=[CH:19][CH:20]=[CH:21][C:22]=3[F:26])[C:17]=2[CH:16]=[CH:15][C:14]=1[B:27]([OH:30])[OH:28]. (4) Given the reactants FC(S(O[C:9]1[C:26]([O:27][CH3:28])=[CH:25][C:24]2[C@@H:23]3[C@H:14]([C@H:15]4[C@@:19]([CH2:21][CH2:22]3)([CH3:20])[C:18](=[O:29])[CH2:17][CH2:16]4)[CH2:13][CH2:12][C:11]=2[CH:10]=1)(=O)=O)(F)F.C1(P(C2C=CC=CC=2)CCCP(C2C=CC=CC=2)C2C=CC=CC=2)C=CC=CC=1.C[Si](C)(C)N[Si](C)(C)C.C[N:69](C)[CH:70]=[O:71], predict the reaction product. The product is: [CH3:28][O:27][C:26]1[C:9]([C:70]([NH2:69])=[O:71])=[CH:10][C:11]2[CH2:12][CH2:13][C@@H:14]3[C@@H:23]([C:24]=2[CH:25]=1)[CH2:22][CH2:21][C@@:19]1([CH3:20])[C@H:15]3[CH2:16][CH2:17][C:18]1=[O:29]. (5) Given the reactants [C:1]([O:5][C:6]([NH:8][CH2:9][CH2:10][O:11][C:12]1[CH:13]=[C:14]([N+:18]([O-])=O)[CH:15]=[CH:16][CH:17]=1)=[O:7])([CH3:4])([CH3:3])[CH3:2], predict the reaction product. The product is: [C:1]([O:5][C:6]([NH:8][CH2:9][CH2:10][O:11][C:12]1[CH:13]=[C:14]([CH:15]=[CH:16][CH:17]=1)[NH2:18])=[O:7])([CH3:4])([CH3:2])[CH3:3].